From a dataset of Full USPTO retrosynthesis dataset with 1.9M reactions from patents (1976-2016). Predict the reactants needed to synthesize the given product. (1) Given the product [Br:1][C:2]1[S:6][C:5]2[CH2:7][CH2:8][O:9][CH:12]([CH2:13][NH2:14])[C:4]=2[CH:3]=1, predict the reactants needed to synthesize it. The reactants are: [Br:1][C:2]1[S:6][C:5]([CH2:7][CH2:8][OH:9])=[CH:4][CH:3]=1.CO[CH:12](OC)[CH2:13][NH2:14]. (2) Given the product [NH2:23][C@H:21]([C:8]1[N:9]=[C:10]([C:12]([NH:13][CH:14]2[CH2:19][CH2:18][O:17][CH2:16][CH2:15]2)=[O:20])[C:11]2[C:6]([CH:7]=1)=[CH:5][CH:4]=[CH:3][C:2]=2[Cl:1])[CH3:22], predict the reactants needed to synthesize it. The reactants are: [Cl:1][C:2]1[CH:3]=[CH:4][CH:5]=[C:6]2[C:11]=1[C:10]([C:12](=[O:20])[NH:13][CH:14]1[CH2:19][CH2:18][O:17][CH2:16][CH2:15]1)=[N:9][C:8]([C@@H:21]([NH:23]C(=O)OCC1C3C=CC=CC=3C3C1=CC=CC=3)[CH3:22])=[CH:7]2. (3) Given the product [F:19][C:14]1[CH:15]=[CH:16][CH:17]=[CH:18][C:13]=1[N:6]1[C:7]2[CH:12]=[CH:11][CH:10]=[CH:9][C:8]=2[N:4]([CH2:3][CH2:2][N:33]([CH3:34])[CH2:32][CH2:31][N:23]([CH3:22])[C:24](=[O:30])[O:25][C:26]([CH3:27])([CH3:28])[CH3:29])[S:5]1(=[O:21])=[O:20], predict the reactants needed to synthesize it. The reactants are: Br[CH2:2][CH2:3][N:4]1[C:8]2[CH:9]=[CH:10][CH:11]=[CH:12][C:7]=2[N:6]([C:13]2[CH:18]=[CH:17][CH:16]=[CH:15][C:14]=2[F:19])[S:5]1(=[O:21])=[O:20].[CH3:22][N:23]([CH2:31][CH2:32][NH:33][CH3:34])[C:24](=[O:30])[O:25][C:26]([CH3:29])([CH3:28])[CH3:27].C(=O)([O-])[O-].[Na+].[Na+]. (4) Given the product [C:26]([O:30][C:31](=[O:46])[CH2:32][O:33][C:34]1[C:39]2[CH2:40][CH2:41][CH2:42][CH2:43][CH:44]([NH:45][S:7]([C:4]3[CH:5]=[CH:6][C:1]([C:11]4[CH:16]=[CH:15][CH:14]=[CH:13][CH:12]=4)=[CH:2][CH:3]=3)(=[O:9])=[O:8])[C:38]=2[CH:37]=[CH:36][CH:35]=1)([CH3:29])([CH3:27])[CH3:28], predict the reactants needed to synthesize it. The reactants are: [C:1]1([C:11]2[CH:16]=[CH:15][CH:14]=[CH:13][CH:12]=2)[CH:6]=[CH:5][C:4]([S:7](Cl)(=[O:9])=[O:8])=[CH:3][CH:2]=1.C(N(C(C)C)CC)(C)C.[C:26]([O:30][C:31](=[O:46])[CH2:32][O:33][C:34]1[C:39]2[CH2:40][CH2:41][CH2:42][CH2:43][CH:44]([NH2:45])[C:38]=2[CH:37]=[CH:36][CH:35]=1)([CH3:29])([CH3:28])[CH3:27].O. (5) Given the product [CH3:36][C:37]1[C:41]([NH:42][C:32]([C:23]2[CH:22]=[CH:21][C:20]([O:19][CH:18]([F:17])[F:35])=[C:28]3[O:27][C:26]([CH2:29][O:30][CH3:31])=[CH:25][C:24]=23)=[O:34])=[C:40]([CH3:43])[O:39][N:38]=1, predict the reactants needed to synthesize it. The reactants are: N1C(Cl)=NC(Cl)=NC=1Cl.C(N(CC)CC)C.[F:17][CH:18]([F:35])[O:19][C:20]1[CH:21]=[CH:22][C:23]([C:32]([OH:34])=O)=[C:24]2[C:28]=1[O:27][C:26]([CH2:29][O:30][CH3:31])=[CH:25]2.[CH3:36][C:37]1[C:41]([NH2:42])=[C:40]([CH3:43])[O:39][N:38]=1. (6) Given the product [CH3:15][O:16][C:17]1[CH:18]=[C:19]([C@@H:23]([NH:25][C:12]([C:10]2[S:11][C:7]([C:4]3[CH:3]=[CH:2][N:1]=[CH:6][CH:5]=3)=[CH:8][CH:9]=2)=[O:14])[CH3:24])[CH:20]=[CH:21][CH:22]=1, predict the reactants needed to synthesize it. The reactants are: [N:1]1[CH:6]=[CH:5][C:4]([C:7]2[S:11][C:10]([C:12]([OH:14])=O)=[CH:9][CH:8]=2)=[CH:3][CH:2]=1.[CH3:15][O:16][C:17]1[CH:18]=[C:19]([C@@H:23]([NH2:25])[CH3:24])[CH:20]=[CH:21][CH:22]=1.